From a dataset of Full USPTO retrosynthesis dataset with 1.9M reactions from patents (1976-2016). Predict the reactants needed to synthesize the given product. (1) Given the product [CH3:1][O:2][CH2:3][O:4][C:5]1[C:6]([CH3:25])=[CH:7][C:8](/[CH:9]=[CH:10]/[C:11]2[CH:12]=[C:13]([CH:19]=[CH:20][CH:21]=2)[C:14]([OH:16])=[O:15])=[CH:22][C:23]=1[CH3:24], predict the reactants needed to synthesize it. The reactants are: [CH3:1][O:2][CH2:3][O:4][C:5]1[C:23]([CH3:24])=[CH:22][C:8](/[CH:9]=[CH:10]/[C:11]2[CH:12]=[C:13]([CH:19]=[CH:20][CH:21]=2)[C:14]([O:16]CC)=[O:15])=[CH:7][C:6]=1[CH3:25].[OH-].[Na+].C(O)(=O)CC(CC(O)=O)(C(O)=O)O. (2) Given the product [OH:12][N:11]=[C:6]([C:2]1[O:1][CH:5]=[CH:4][CH:3]=1)[NH2:7], predict the reactants needed to synthesize it. The reactants are: [O:1]1[CH:5]=[CH:4][CH:3]=[C:2]1[C:6]#[N:7].CCO.[NH2:11][OH:12]. (3) Given the product [C:3]([O:8][C:9]1[CH:14]=[C:13]([CH:15]([CH3:16])[CH3:17])[CH:12]=[CH:11][C:10]=1[C:18]1([NH:32][C:33](=[O:37])[CH2:34][CH2:35][CH3:36])[C:26](=[O:27])[C:25]2[C:20](=[CH:21][CH:22]=[CH:23][C:24]=2[NH2:28])[C:19]1=[O:31])(=[O:7])[CH2:4][CH2:5][CH3:6], predict the reactants needed to synthesize it. The reactants are: Cl.O.[C:3]([O:8][C:9]1[CH:14]=[C:13]([CH:15]([CH3:17])[CH3:16])[CH:12]=[CH:11][C:10]=1[C:18]1([NH:32][C:33](=[O:37])[CH2:34][CH2:35][CH3:36])[C:26](=[O:27])[C:25]2[C:20](=[CH:21][CH:22]=[CH:23][C:24]=2[N+:28]([O-])=O)[C:19]1=[O:31])(=[O:7])[CH2:4][CH2:5][CH3:6]. (4) Given the product [Cl:2][C:3]1[CH:4]=[N:5][N:6]([C:8]2[C:22]([F:23])=[CH:21][C:11]([O:12][CH2:13][C@@H:14]3[C@@H:19]([NH:20][S:26]([CH3:25])(=[O:28])=[O:27])[CH2:18][CH2:17][O:16][CH2:15]3)=[CH:10][C:9]=2[F:24])[CH:7]=1, predict the reactants needed to synthesize it. The reactants are: Cl.[Cl:2][C:3]1[CH:4]=[N:5][N:6]([C:8]2[C:22]([F:23])=[CH:21][C:11]([O:12][CH2:13][C@@H:14]3[C@@H:19]([NH2:20])[CH2:18][CH2:17][O:16][CH2:15]3)=[CH:10][C:9]=2[F:24])[CH:7]=1.[CH3:25][S:26](Cl)(=[O:28])=[O:27].CO. (5) Given the product [N:17]1[C:16]2[C:11](=[N:12][CH:13]=[CH:14][CH:15]=2)[S:10][C:9]=1[NH:8][C:3]1[C:2]([S:18][CH2:19][CH2:20][C:21]([O:23][CH3:24])=[O:22])=[CH:7][CH:6]=[CH:5][N:4]=1, predict the reactants needed to synthesize it. The reactants are: Br[C:2]1[C:3]([NH:8][C:9]2[S:10][C:11]3[C:16]([N:17]=2)=[CH:15][CH:14]=[CH:13][N:12]=3)=[N:4][CH:5]=[CH:6][CH:7]=1.[SH:18][CH2:19][CH2:20][C:21]([O:23][CH3:24])=[O:22].C(N(C(C)C)C(C)C)C.O1CCOCC1. (6) Given the product [C:14]([NH:18][S:19]([C:22]1[C:23]([C:28]2[CH:33]=[CH:32][C:31]([NH:34][CH2:9][C:6]3[C:5]([CH2:11][OH:12])=[CH:4][N:3]=[C:2]([CH3:1])[C:7]=3[OH:8])=[CH:30][CH:29]=2)=[CH:24][CH:25]=[CH:26][CH:27]=1)(=[O:21])=[O:20])([CH3:17])([CH3:15])[CH3:16], predict the reactants needed to synthesize it. The reactants are: [CH3:1][C:2]1[C:7]([OH:8])=[C:6]([CH:9]=O)[C:5]([CH2:11][OH:12])=[CH:4][N:3]=1.Cl.[C:14]([NH:18][S:19]([C:22]1[C:23]([C:28]2[CH:33]=[CH:32][C:31]([NH2:34])=[CH:30][CH:29]=2)=[CH:24][CH:25]=[CH:26][CH:27]=1)(=[O:21])=[O:20])([CH3:17])([CH3:16])[CH3:15].O.C1(C)C=CC(S(O)(=O)=O)=CC=1.[BH4-].[Na+]. (7) Given the product [Cl:26][C:27]1[CH:32]=[C:31]([C:2]2[CH:7]=[CH:6][C:5]([CH2:8][C@@H:9]([NH:18][C:19]([C:21]3[N:22]=[N:23][NH:24][CH:25]=3)=[O:20])[CH2:10][C@:11]([CH2:16][OH:17])([CH3:15])[C:12]([OH:14])=[O:13])=[CH:4][CH:3]=2)[CH:30]=[CH:29][CH:28]=1, predict the reactants needed to synthesize it. The reactants are: Br[C:2]1[CH:7]=[CH:6][C:5]([CH2:8][C@@H:9]([NH:18][C:19]([C:21]2[N:22]=[N:23][NH:24][CH:25]=2)=[O:20])[CH2:10][C@:11]([CH2:16][OH:17])([CH3:15])[C:12]([OH:14])=[O:13])=[CH:4][CH:3]=1.[Cl:26][C:27]1[CH:28]=[C:29](B(O)O)[CH:30]=[CH:31][CH:32]=1.C(=O)([O-])[O-].[Na+].[Na+].O.